This data is from Catalyst prediction with 721,799 reactions and 888 catalyst types from USPTO. The task is: Predict which catalyst facilitates the given reaction. (1) The catalyst class is: 22. Product: [CH3:1][O:2][C:3]1[CH:4]=[C:5]2[C:10](=[CH:11][C:12]=1[O:13][CH3:14])[N:9]=[CH:8][CH:7]=[C:6]2[O:15][C:16]1[CH:22]=[CH:21][C:19]([NH:20][C:35]([NH:51][CH:49]([C:47]2[S:48][C:44]([CH3:43])=[CH:45][N:46]=2)[CH3:50])=[O:41])=[CH:18][C:17]=1[F:23]. Reactant: [CH3:1][O:2][C:3]1[CH:4]=[C:5]2[C:10](=[CH:11][C:12]=1[O:13][CH3:14])[N:9]=[CH:8][CH:7]=[C:6]2[O:15][C:16]1[CH:22]=[CH:21][C:19]([NH2:20])=[CH:18][C:17]=1[F:23].C(N(CC)CC)C.ClC(Cl)(O[C:35](=[O:41])OC(Cl)(Cl)Cl)Cl.[CH3:43][C:44]1[S:48][C:47]([CH:49]([NH2:51])[CH3:50])=[N:46][CH:45]=1. (2) Reactant: C([Li])(C)(C)C.Br[C:7]1[CH:15]=[CH:14][CH:13]=[C:12]2[C:8]=1[CH:9]=[CH:10][N:11]2[CH2:16][CH2:17][CH2:18][O:19][Si:20]([C:23]([CH3:26])([CH3:25])[CH3:24])([CH3:22])[CH3:21].CN(C)[CH:29]=[O:30]. Product: [Si:20]([O:19][CH2:18][CH2:17][CH2:16][N:11]1[C:12]2[CH:13]=[CH:14][CH:15]=[C:7]([CH:29]=[O:30])[C:8]=2[CH:9]=[CH:10]1)([C:23]([CH3:26])([CH3:25])[CH3:24])([CH3:22])[CH3:21]. The catalyst class is: 7. (3) Reactant: [CH3:1][S:2][C:3]1[N:4]([C:14]2[CH:19]=[CH:18][C:17]([O:20][CH2:21][C:22]([F:28])([F:27])[C:23]([F:26])([F:25])[F:24])=[CH:16][CH:15]=2)[C:5](=[O:13])[C:6]2[CH2:11][C:10](=[O:12])[NH:9][C:7]=2[N:8]=1.CO.[OH:31]OS([O-])=O.[K+]. Product: [CH3:1][S:2]([C:3]1[N:4]([C:14]2[CH:19]=[CH:18][C:17]([O:20][CH2:21][C:22]([F:28])([F:27])[C:23]([F:24])([F:26])[F:25])=[CH:16][CH:15]=2)[C:5](=[O:13])[C:6]2[CH2:11][C:10](=[O:12])[NH:9][C:7]=2[N:8]=1)=[O:31]. The catalyst class is: 6.